From a dataset of Catalyst prediction with 721,799 reactions and 888 catalyst types from USPTO. Predict which catalyst facilitates the given reaction. (1) Reactant: [C:1]1([CH2:7][C:8]([C:10]2[CH:11]=[C:12]([CH:15]=[CH:16][CH:17]=2)[C:13]#[N:14])=O)[CH:6]=[CH:5][CH:4]=[CH:3][CH:2]=1.[CH2:18]([O:20][C:21]1[CH:22]=[C:23]([CH:26]=[C:27]([N+:30]([O-:32])=[O:31])[C:28]=1[OH:29])[CH:24]=O)[CH3:19].[NH2:33][C:34]([NH2:36])=[O:35].Cl. Product: [CH2:18]([O:20][C:21]1[CH:22]=[C:23]([CH:24]2[NH:36][C:34](=[O:35])[NH:33][C:8]([C:10]3[CH:11]=[C:12]([CH:15]=[CH:16][CH:17]=3)[C:13]#[N:14])=[C:7]2[C:1]2[CH:6]=[CH:5][CH:4]=[CH:3][CH:2]=2)[CH:26]=[C:27]([N+:30]([O-:32])=[O:31])[C:28]=1[OH:29])[CH3:19]. The catalyst class is: 8. (2) Reactant: [CH:1]1[CH:6]=[C:5]2[C:7]([C:9](O)(O)[C:10](=[O:11])[C:4]2=[CH:3][CH:2]=1)=[O:8].[C:14]1([S:20][CH3:21])[CH:19]=[CH:18][CH:17]=[CH:16][CH:15]=1.C(=O)(O)[O-].[Na+]. Product: [CH3:21][S:20][C:14]1[CH:19]=[CH:18][CH:17]=[CH:16][C:15]=1[CH:9]1[C:10](=[O:11])[C:4]2[C:5](=[CH:6][CH:1]=[CH:2][CH:3]=2)[C:7]1=[O:8]. The catalyst class is: 55. (3) Reactant: [Br:1][C:2]1[CH:6]=[CH:5][NH:4][N:3]=1.O1CCCC1.CC(C)([O-])C.[K+].Cl[CH2:19][CH2:20][S:21]([CH3:24])(=[O:23])=[O:22].C(OCC)(=O)C. Product: [Br:1][C:2]1[CH:6]=[CH:5][N:4]([CH2:19][CH2:20][S:21]([CH3:24])(=[O:23])=[O:22])[N:3]=1. The catalyst class is: 9.